From a dataset of Reaction yield outcomes from USPTO patents with 853,638 reactions. Predict the reaction yield, written as a fraction of the theoretical maximum amount of product (1.0 means a 100% yield; for example, 0.34 means a 34% yield). (1) The reactants are [F:1][C:2]([F:17])([F:16])[C:3]1[C:4]([C:9]2[CH:14]=[CH:13][C:12](=[O:15])[NH:11][CH:10]=2)=[N:5][CH:6]=[CH:7][CH:8]=1.[N+:18]([O-])([OH:20])=[O:19]. The catalyst is S(=O)(=O)(O)O. The product is [N+:18]([C:13]1[C:12](=[O:15])[NH:11][CH:10]=[C:9]([C:4]2[C:3]([C:2]([F:16])([F:1])[F:17])=[CH:8][CH:7]=[CH:6][N:5]=2)[CH:14]=1)([O-:20])=[O:19]. The yield is 0.920. (2) The reactants are [F:1][C:2]1[CH:7]=[C:6]([I:8])[CH:5]=[CH:4][C:3]=1[NH2:9].C[Si]([N-][Si](C)(C)C)(C)C.[Li+].Cl[C:21]1[N:22]([CH3:33])[C:23](=[O:32])[C:24]([CH3:31])=[CH:25][C:26]=1[C:27]([O:29][CH3:30])=[O:28]. The catalyst is C1COCC1. The product is [F:1][C:2]1[CH:7]=[C:6]([I:8])[CH:5]=[CH:4][C:3]=1[NH:9][C:21]1[N:22]([CH3:33])[C:23](=[O:32])[C:24]([CH3:31])=[CH:25][C:26]=1[C:27]([O:29][CH3:30])=[O:28]. The yield is 0.840. (3) The reactants are [CH3:1][O:2][C:3]1[CH:8]=[CH:7][CH:6]=[C:5]([N+:9]([O-])=O)[C:4]=1[N:12]1[CH2:18][CH2:17][CH2:16][N:15]([CH2:19][C:20]2[S:24][C:23]([C:25]3[CH:30]=[CH:29][CH:28]=[CH:27][CH:26]=3)=[N:22][CH:21]=2)[CH2:14][CH2:13]1.[H][H]. The catalyst is C(OCC)(=O)C.[Pd]. The product is [CH3:1][O:2][C:3]1[C:4]([N:12]2[CH2:18][CH2:17][CH2:16][N:15]([CH2:19][C:20]3[S:24][C:23]([C:25]4[CH:30]=[CH:29][CH:28]=[CH:27][CH:26]=4)=[N:22][CH:21]=3)[CH2:14][CH2:13]2)=[C:5]([NH2:9])[CH:6]=[CH:7][CH:8]=1. The yield is 0.900. (4) The reactants are CN1CCOCC1.[C:8]([OH:11])(=[O:10])[CH3:9].Cl[CH:13]([O:15][C:16]([CH2:18][NH:19][CH2:20][C:21]([O:23][CH:24]1[CH2:30][CH2:29][CH2:28][N:27]([C:31](=[O:49])[C:32]2[CH:37]=[CH:36][C:35]([NH:38][C:39](=[O:47])[C:40]3[CH:45]=[CH:44][CH:43]=[CH:42][C:41]=3[CH3:46])=[CH:34][C:33]=2[CH3:48])[C:26]2[CH:50]=[CH:51][C:52]([Cl:54])=[CH:53][C:25]1=2)=[O:22])=[O:17])[CH3:14]. The catalyst is O. The product is [C:8]([O:11][CH:13]([O:15][C:16]([CH2:18][NH:19][CH2:20][C:21]([O:23][CH:24]1[CH2:30][CH2:29][CH2:28][N:27]([C:31](=[O:49])[C:32]2[CH:37]=[CH:36][C:35]([NH:38][C:39](=[O:47])[C:40]3[CH:45]=[CH:44][CH:43]=[CH:42][C:41]=3[CH3:46])=[CH:34][C:33]=2[CH3:48])[C:26]2[CH:50]=[CH:51][C:52]([Cl:54])=[CH:53][C:25]1=2)=[O:22])=[O:17])[CH3:14])(=[O:10])[CH3:9]. The yield is 0.720.